This data is from Forward reaction prediction with 1.9M reactions from USPTO patents (1976-2016). The task is: Predict the product of the given reaction. (1) Given the reactants C([O:3][C:4]([C:6]1[CH2:7][CH2:8][N:9]([CH2:19][C:20]2[CH:25]=[CH:24][CH:23]=[CH:22][CH:21]=2)[CH2:10][C:11]=1[C:12]1[CH:17]=[CH:16][C:15]([Cl:18])=[CH:14][CH:13]=1)=[O:5])C.O[Li].O, predict the reaction product. The product is: [CH2:19]([N:9]1[CH2:10][C:11]([C:12]2[CH:13]=[CH:14][C:15]([Cl:18])=[CH:16][CH:17]=2)=[C:6]([C:4]([OH:5])=[O:3])[CH2:7][CH2:8]1)[C:20]1[CH:21]=[CH:22][CH:23]=[CH:24][CH:25]=1. (2) Given the reactants C([Li])CCC.C(NC1CCCCC1)(C)C.[C:16]([O:19][CH2:20][CH3:21])(=[O:18])[CH3:17].[CH3:22][O:23][C:24]1[CH:33]=[C:32]2[C:27]([CH2:28][CH2:29][CH2:30][C:31]2=[O:34])=[CH:26][CH:25]=1.Cl, predict the reaction product. The product is: [CH2:20]([O:19][C:16](=[O:18])[CH2:17][C:31]1([OH:34])[C:32]2[C:27](=[CH:26][CH:25]=[C:24]([O:23][CH3:22])[CH:33]=2)[CH2:28][CH2:29][CH2:30]1)[CH3:21]. (3) Given the reactants [Cl:1][C:2]1[N:7]=[C:6]2[C:8]([CH3:36])=[C:9]([CH:11]([NH:18][C:19]3[CH:24]=[CH:23][C:22]([C:25]([N:27]([CH3:35])[CH2:28][CH2:29][C:30]([O:32]CC)=[O:31])=[O:26])=[CH:21][CH:20]=3)[CH:12]3[CH2:17][CH2:16][CH2:15][CH2:14][CH2:13]3)[O:10][C:5]2=[CH:4][CH:3]=1.O1CCCC1.[OH-].[Li+], predict the reaction product. The product is: [Cl:1][C:2]1[N:7]=[C:6]2[C:8]([CH3:36])=[C:9]([CH:11]([NH:18][C:19]3[CH:20]=[CH:21][C:22]([C:25]([N:27]([CH3:35])[CH2:28][CH2:29][C:30]([OH:32])=[O:31])=[O:26])=[CH:23][CH:24]=3)[CH:12]3[CH2:13][CH2:14][CH2:15][CH2:16][CH2:17]3)[O:10][C:5]2=[CH:4][CH:3]=1. (4) Given the reactants Cl[C:2]1[C:11]2=[N:12][N:13](CC3C=CC(OC)=CC=3)[CH:14]=[C:10]2[C:9]2[CH:8]=[C:7]([O:24][CH3:25])[CH:6]=[CH:5][C:4]=2[N:3]=1.[CH3:26][N:27]1[CH2:32][CH2:31][N:30]2[C:33]3[CH:39]=[CH:38][C:37]([NH2:40])=[CH:36][C:34]=3[N:35]=[C:29]2[CH2:28]1.Cl, predict the reaction product. The product is: [CH3:25][O:24][C:7]1[CH:6]=[CH:5][C:4]2[N:3]=[C:2]([NH:40][C:37]3[CH:38]=[CH:39][C:33]4[N:30]5[CH2:31][CH2:32][N:27]([CH3:26])[CH2:28][C:29]5=[N:35][C:34]=4[CH:36]=3)[C:11]3=[N:12][NH:13][CH:14]=[C:10]3[C:9]=2[CH:8]=1.